Task: Predict the product of the given reaction.. Dataset: Forward reaction prediction with 1.9M reactions from USPTO patents (1976-2016) Given the reactants [N:1]1[N:9]2[C:4]([O:5][CH2:6][CH2:7][CH2:8]2)=[C:3]([C:10]([OH:12])=O)[CH:2]=1.Cl.CN(C)CCCN=C=NCC.O.ON1C2C=CC=CC=2N=N1.CCN(C(C)C)C(C)C.Cl.[CH3:46][NH:47][O:48][CH3:49].C([O-])(O)=O.[Na+], predict the reaction product. The product is: [CH3:49][O:48][N:47]([CH3:46])[C:10]([C:3]1[CH:2]=[N:1][N:9]2[CH2:8][CH2:7][CH2:6][O:5][C:4]=12)=[O:12].